From a dataset of Catalyst prediction with 721,799 reactions and 888 catalyst types from USPTO. Predict which catalyst facilitates the given reaction. (1) Reactant: [CH3:1][C:2]1[CH:7]=[C:6]([NH:8][C:9]2[CH:14]=[CH:13][C:12]([S:15]([F:20])([F:19])([F:18])([F:17])[F:16])=[CH:11][CH:10]=2)[N:5]2[N:21]=[C:22](S(C)(=O)=O)[N:23]=[C:4]2[N:3]=1.[O-:28][CH2:29][CH3:30].[Na+]. Product: [CH2:29]([O:28][C:22]1[N:23]=[C:4]2[N:3]=[C:2]([CH3:1])[CH:7]=[C:6]([NH:8][C:9]3[CH:14]=[CH:13][C:12]([S:15]([F:19])([F:18])([F:16])([F:17])[F:20])=[CH:11][CH:10]=3)[N:5]2[N:21]=1)[CH3:30]. The catalyst class is: 8. (2) Reactant: [F:1][C:2]1[C:3]([O:31][CH2:32][CH2:33][CH2:34][CH2:35][N:36]2[CH2:41][CH2:40][CH2:39][CH2:38][CH2:37]2)=[CH:4][C:5]2[N:9]=[C:8]([C:10]3[C:14]([NH:15][C:16]([N:18]4[CH2:23][CH2:22][CH2:21][CH2:20][CH2:19]4)=[O:17])=[CH:13][N:12](C4CCCCO4)[N:11]=3)[NH:7][C:6]=2[CH:30]=1. Product: [F:1][C:2]1[C:3]([O:31][CH2:32][CH2:33][CH2:34][CH2:35][N:36]2[CH2:41][CH2:40][CH2:39][CH2:38][CH2:37]2)=[CH:4][C:5]2[N:9]=[C:8]([C:10]3[C:14]([NH:15][C:16]([N:18]4[CH2:23][CH2:22][CH2:21][CH2:20][CH2:19]4)=[O:17])=[CH:13][NH:12][N:11]=3)[NH:7][C:6]=2[CH:30]=1. The catalyst class is: 281. (3) Reactant: Br[C:2]1[CH:3]=[C:4]([CH2:9][N:10]([CH3:23])[C:11]([C:13]2[CH:14]=[C:15]([CH:20]=[CH:21][CH:22]=2)[C:16]([O:18][CH3:19])=[O:17])=[O:12])[CH:5]=[CH:6][C:7]=1[F:8].[CH:24]([C:26]1[CH:31]=[CH:30][C:29](B(O)O)=[CH:28][CH:27]=1)=[O:25].C([O-])([O-])=O.[K+].[K+]. Product: [F:8][C:7]1[C:2]([C:28]2[CH:29]=[CH:30][CH:31]=[C:26]([CH:24]=[O:25])[CH:27]=2)=[CH:3][C:4]([CH2:9][N:10]([CH3:23])[C:11]([C:13]2[CH:14]=[C:15]([CH:20]=[CH:21][CH:22]=2)[C:16]([O:18][CH3:19])=[O:17])=[O:12])=[CH:5][CH:6]=1. The catalyst class is: 70. (4) Product: [C:21]([O:25][C:26](=[O:31])[NH:27][CH2:28][CH2:29][N:18]1[CH2:19][CH2:20][CH:15]([N:3]([CH2:1][CH3:2])[S:4]([C:7]2[CH:8]=[CH:9][C:10]([O:13][CH3:14])=[CH:11][CH:12]=2)(=[O:5])=[O:6])[CH2:16][CH2:17]1)([CH3:24])([CH3:23])[CH3:22]. Reactant: [CH2:1]([N:3]([CH:15]1[CH2:20][CH2:19][NH:18][CH2:17][CH2:16]1)[S:4]([C:7]1[CH:12]=[CH:11][C:10]([O:13][CH3:14])=[CH:9][CH:8]=1)(=[O:6])=[O:5])[CH3:2].[C:21]([O:25][C:26](=[O:31])[NH:27][CH2:28][CH2:29]Br)([CH3:24])([CH3:23])[CH3:22].CCN(C(C)C)C(C)C.CCOCC. The catalyst class is: 1.